This data is from Forward reaction prediction with 1.9M reactions from USPTO patents (1976-2016). The task is: Predict the product of the given reaction. (1) The product is: [ClH:1].[Cl:1][C:2]1[CH:3]=[C:4]([C:12]2[S:16][C:15]([N:17]3[C:34]([CH3:35])=[C:20]4[CH2:21][N:22]([CH2:25][CH2:26][C:27]([OH:29])=[O:28])[CH2:23][CH2:24][C:19]4=[N:18]3)=[N:14][N:13]=2)[CH:5]=[CH:6][C:7]=1[O:8][CH:9]([CH3:10])[CH3:11]. Given the reactants [Cl:1][C:2]1[CH:3]=[C:4]([C:12]2[S:16][C:15]([N:17]3[C:34]([CH3:35])=[C:20]4[CH2:21][N:22]([CH2:25][CH2:26][C:27]([O:29]C(C)(C)C)=[O:28])[CH2:23][CH2:24][C:19]4=[N:18]3)=[N:14][N:13]=2)[CH:5]=[CH:6][C:7]=1[O:8][CH:9]([CH3:11])[CH3:10], predict the reaction product. (2) Given the reactants ClC1C=CC(CN2C(=O)C3C(=CC=CC=3)C(C3C4C(=CC=C(F)C=4)N(CC(O)=O)C=3C)=N2)=CC=1F.[F:36][C:37]1[CH:38]=[C:39]2[C:43](=[CH:44][CH:45]=1)[N:42]([CH2:46][C:47]([O:49][C:50]([CH3:53])([CH3:52])[CH3:51])=[O:48])[C:41]([CH3:54])=[C:40]2[C:55]1[C:64]2[C:59](=[CH:60][CH:61]=[CH:62][CH:63]=2)[C:58](=[O:65])[NH:57][N:56]=1.[F:66][C:67]1[CH:68]=[N:69][CH:70]=[CH:71][C:72]=1[CH2:73]O.C1(P(C2C=CC=CC=2)C2C=CC=CC=2)C=CC=CC=1.CC(OC(/N=N/C(OC(C)C)=O)=O)C, predict the reaction product. The product is: [F:36][C:37]1[CH:38]=[C:39]2[C:43](=[CH:44][CH:45]=1)[N:42]([CH2:46][C:47]([O:49][C:50]([CH3:53])([CH3:52])[CH3:51])=[O:48])[C:41]([CH3:54])=[C:40]2[C:55]1[C:64]2[C:59](=[CH:60][CH:61]=[CH:62][CH:63]=2)[C:58](=[O:65])[N:57]([CH2:73][C:72]2[CH:71]=[CH:70][N:69]=[CH:68][C:67]=2[F:66])[N:56]=1. (3) Given the reactants C([Li])CCC.Br[C:7]1[CH:12]=[C:11]([CH3:13])[CH:10]=[CH:9][N:8]=1.CN(C)[C:16](=[O:18])[CH3:17].O, predict the reaction product. The product is: [CH3:13][C:11]1[CH:10]=[CH:9][N:8]=[C:7]([C:16](=[O:18])[CH3:17])[CH:12]=1. (4) The product is: [NH:26]1[C:27]2=[N:28][CH:29]=[CH:30][CH:31]=[C:32]2[C:24]([C:2]2[N:11]=[CH:10][C:9]3[NH:8][CH2:7][CH:6]4[CH2:12][O:13][CH2:14][CH2:15][N:5]4[C:4]=3[N:3]=2)=[CH:25]1. Given the reactants Cl[C:2]1[N:11]=[CH:10][C:9]2[NH:8][CH2:7][CH:6]3[CH2:12][O:13][CH2:14][CH2:15][N:5]3[C:4]=2[N:3]=1.CC1(C)C(C)(C)OB([C:24]2[C:32]3[C:27](=[N:28][CH:29]=[CH:30][CH:31]=3)[N:26](C(OC(C)(C)C)=O)[CH:25]=2)O1.C([O-])(O)=O.[Na+], predict the reaction product.